Dataset: Reaction yield outcomes from USPTO patents with 853,638 reactions. Task: Predict the reaction yield, written as a fraction of the theoretical maximum amount of product (1.0 means a 100% yield; for example, 0.34 means a 34% yield). (1) The reactants are [C:1]([C:3]1[CH:8]=[CH:7][C:6]([NH:9][CH2:10][CH2:11][CH2:12][CH2:13][O:14][C:15](=[O:20])[C:16]([CH3:19])([CH3:18])[CH3:17])=[C:5]([N+:21]([O-])=O)[CH:4]=1)#[N:2]. The catalyst is C1COCC1.CO.[Pd]. The product is [NH2:21][C:5]1[CH:4]=[C:3]([C:1]#[N:2])[CH:8]=[CH:7][C:6]=1[NH:9][CH2:10][CH2:11][CH2:12][CH2:13][O:14][C:15](=[O:20])[C:16]([CH3:18])([CH3:17])[CH3:19]. The yield is 0.990. (2) The reactants are C([NH:5][S:6]([C:9]1[CH:14]=[CH:13][C:12]([C:15]2[N:16]=[CH:17][N:18]([C:20]3[N:25]=[C:24]([C:26]([F:29])([F:28])[F:27])[CH:23]=[C:22]([C:30]4[CH:35]=[CH:34][C:33]([C:36]([F:39])([F:38])[F:37])=[CH:32][CH:31]=4)[N:21]=3)[CH:19]=2)=[CH:11][CH:10]=1)(=[O:8])=[O:7])(C)(C)C.C(O)(C(F)(F)F)=O. The catalyst is ClCCl. The product is [F:29][C:26]([F:27])([F:28])[C:24]1[CH:23]=[C:22]([C:30]2[CH:35]=[CH:34][C:33]([C:36]([F:39])([F:38])[F:37])=[CH:32][CH:31]=2)[N:21]=[C:20]([N:18]2[CH:19]=[C:15]([C:12]3[CH:13]=[CH:14][C:9]([S:6]([NH2:5])(=[O:8])=[O:7])=[CH:10][CH:11]=3)[N:16]=[CH:17]2)[N:25]=1. The yield is 0.0600. (3) The reactants are [NH2:1][CH2:2][CH:3]1[CH2:8][CH2:7][N:6]([C:9]([O:11][C:12]([CH3:15])([CH3:14])[CH3:13])=[O:10])[CH2:5][CH2:4]1.[C:16]([C:20]1[CH:28]=[CH:27][C:23]([C:24](Cl)=[O:25])=[CH:22][CH:21]=1)([CH3:19])([CH3:18])[CH3:17].C(N(CC)CC)C. The catalyst is C(Cl)Cl. The product is [C:12]([O:11][C:9]([N:6]1[CH2:7][CH2:8][CH:3]([CH2:2][NH:1][C:24](=[O:25])[C:23]2[CH:27]=[CH:28][C:20]([C:16]([CH3:18])([CH3:17])[CH3:19])=[CH:21][CH:22]=2)[CH2:4][CH2:5]1)=[O:10])([CH3:15])([CH3:14])[CH3:13]. The yield is 1.00. (4) The reactants are [N:1]1([C:5]([C:7]2[CH:40]=[CH:39][C:10]([O:11][C:12]3[CH:13]=[C:14]([C:24]4[NH:28][C:27]([C:29]([O:31]CC5C=CC=CC=5)=[O:30])=[CH:26][CH:25]=4)[CH:15]=[C:16]([O:18][C@@H:19]([CH3:23])[CH2:20][O:21][CH3:22])[CH:17]=3)=[C:9]([F:41])[CH:8]=2)=[O:6])[CH2:4][CH2:3][CH2:2]1. The catalyst is C(O)C.[C].[Pd]. The product is [N:1]1([C:5]([C:7]2[CH:40]=[CH:39][C:10]([O:11][C:12]3[CH:13]=[C:14]([C:24]4[NH:28][C:27]([C:29]([OH:31])=[O:30])=[CH:26][CH:25]=4)[CH:15]=[C:16]([O:18][C@@H:19]([CH3:23])[CH2:20][O:21][CH3:22])[CH:17]=3)=[C:9]([F:41])[CH:8]=2)=[O:6])[CH2:4][CH2:3][CH2:2]1. The yield is 0.970. (5) The reactants are [Cl:1][C:2]1[CH:3]=[C:4]([CH:7]=[CH:8][C:9]=1[O:10][CH2:11][CH2:12][CH2:13][N:14]1[CH2:20][CH2:19][CH2:18][N:17]([CH3:21])[CH2:16][CH2:15]1)[CH:5]=O.[Cl:22][C:23]1[CH:24]=[C:25]([NH2:31])[C:26]([NH2:30])=[CH:27][C:28]=1[CH3:29]. No catalyst specified. The product is [Cl:22][C:23]1[C:28]([CH3:29])=[CH:27][C:26]2[NH:30][C:5]([C:4]3[CH:7]=[CH:8][C:9]([O:10][CH2:11][CH2:12][CH2:13][N:14]4[CH2:20][CH2:19][CH2:18][N:17]([CH3:21])[CH2:16][CH2:15]4)=[C:2]([Cl:1])[CH:3]=3)=[N:31][C:25]=2[CH:24]=1. The yield is 0.0800. (6) The reactants are O.[OH-].[Li+].C([O:6][C:7](=[O:35])[CH:8]([O:32][CH2:33][CH3:34])[CH2:9][C:10]1[CH:15]=[CH:14][C:13]([O:16][CH2:17][CH2:18][C:19]2[CH:24]=[CH:23][C:22]([N:25]([C:27](=[O:31])[CH:28]([CH3:30])[CH3:29])[CH3:26])=[CH:21][CH:20]=2)=[CH:12][CH:11]=1)C.Cl. The catalyst is O.O1CCCC1. The product is [CH2:33]([O:32][CH:8]([CH2:9][C:10]1[CH:15]=[CH:14][C:13]([O:16][CH2:17][CH2:18][C:19]2[CH:24]=[CH:23][C:22]([N:25]([C:27](=[O:31])[CH:28]([CH3:30])[CH3:29])[CH3:26])=[CH:21][CH:20]=2)=[CH:12][CH:11]=1)[C:7]([OH:35])=[O:6])[CH3:34]. The yield is 0.980. (7) The reactants are [C:1]([Si:5]([CH3:14])([CH3:13])[O:6][CH2:7][CH2:8][CH2:9][CH2:10][CH2:11][OH:12])([CH3:4])([CH3:3])[CH3:2].[N+:15]([C:18]1[CH:25]=[CH:24][CH:23]=[C:22]([N+]([O-])=O)[C:19]=1[C:20]#[N:21])([O-:17])=[O:16]. No catalyst specified. The product is [Si:5]([O:6][CH2:7][CH2:8][CH2:9][CH2:10][CH2:11][O:12][C:22]1[CH:23]=[CH:24][CH:25]=[C:18]([N+:15]([O-:17])=[O:16])[C:19]=1[C:20]#[N:21])([C:1]([CH3:4])([CH3:3])[CH3:2])([CH3:14])[CH3:13]. The yield is 0.460. (8) The reactants are C[O:2][C:3](=O)[CH2:4][C:5]([C:7]1[CH:12]=[C:11]([Br:13])[CH:10]=[CH:9][C:8]=1[O:14][CH3:15])=O.Cl.[NH2:18][C:19]([NH2:21])=[NH:20].[O-]CC.[Na+]. The catalyst is C(O)C.O. The product is [NH2:20][C:19]1[NH:21][C:3](=[O:2])[CH:4]=[C:5]([C:7]2[CH:12]=[C:11]([Br:13])[CH:10]=[CH:9][C:8]=2[O:14][CH3:15])[N:18]=1. The yield is 0.460. (9) The reactants are [F:1][C:2]1[CH:3]=[C:4]2[C:9](=[CH:10][CH:11]=1)[N:8]=[C:7]([O:12][CH3:13])[C:6]([NH:14][C:15](=[O:19])OCC)=[N:5]2.[CH3:20][C:21]1[CH:26]=[CH:25][CH:24]=[C:23]([CH3:27])[C:22]=1[N:28]1[CH2:33][CH2:32][NH:31][CH2:30][CH2:29]1. The yield is 0.650. The product is [F:1][C:2]1[CH:3]=[C:4]2[C:9](=[CH:10][CH:11]=1)[N:8]=[C:7]([O:12][CH3:13])[C:6]([NH:14][C:15]([N:31]1[CH2:32][CH2:33][N:28]([C:22]3[C:23]([CH3:27])=[CH:24][CH:25]=[CH:26][C:21]=3[CH3:20])[CH2:29][CH2:30]1)=[O:19])=[N:5]2. No catalyst specified. (10) The reactants are [F:1][C:2]([F:33])([F:32])[C:3]1[CH:4]=[C:5]([CH:25]=[C:26]([C:28]([F:31])([F:30])[F:29])[CH:27]=1)[CH2:6][O:7][C@H:8]1[O:13][CH2:12][CH2:11][N:10]([CH2:14][C:15]([O:17]C)=[O:16])[C@H:9]1[C:19]1[CH:24]=[CH:23][CH:22]=[CH:21][CH:20]=1.[OH-].[Na+]. The catalyst is C1COCC1.O.Cl. The product is [F:33][C:2]([F:1])([F:32])[C:3]1[CH:4]=[C:5]([CH:25]=[C:26]([C:28]([F:29])([F:30])[F:31])[CH:27]=1)[CH2:6][O:7][C@H:8]1[O:13][CH2:12][CH2:11][N:10]([CH2:14][C:15]([OH:17])=[O:16])[C@H:9]1[C:19]1[CH:20]=[CH:21][CH:22]=[CH:23][CH:24]=1. The yield is 0.900.